From a dataset of Experimentally validated miRNA-target interactions with 360,000+ pairs, plus equal number of negative samples. Binary Classification. Given a miRNA mature sequence and a target amino acid sequence, predict their likelihood of interaction. (1) The miRNA is mmu-miR-3104-5p with sequence UAGGGGGCAGGAGCCGGAGCCCUCU. The protein sequence of the target gene is MSSLSEYAFRMSRLSARLFGEVTRPTNSKSMKVVKLFSELPLAKKKETYDWYPNHHTYAELMQTLRFLGLYRDEHQDFMDEQKRLKKLRGKEKPKKGEGKRAAKRK. Result: 0 (no interaction). (2) The miRNA is hsa-miR-3927-3p with sequence CAGGUAGAUAUUUGAUAGGCAU. The protein sequence of the target gene is MRRAAGMEDFSAEEEESWYDQQDLEQDLHLAAELGKTLLERNKELEGSLQQMYSTNEEQVQEIEYLTKQLDTLRHVNEQHAKVYEQLDLTARDLELTNHRLVLESKAAQQKIHGLTETIERLQAQVEELQAQVEQLRGLEQLRVLREKRERRRTIHTFPCLKELCTSPRCKDAFRLHSSSLELGPRPLEQENERLQTLVGALRSQVSQERQRKERAEREYTAVLQEYSELERQLCEMEACRLRVQELEAELLELQQMKQAKTYLLGPDDHLAEALLAPLTQAPEADDPQPGRGDDLGAQD.... Result: 0 (no interaction). (3) The miRNA is mmu-miR-758-3p with sequence UUUGUGACCUGGUCCACUA. The protein sequence of the target gene is MALPFARCWKLYRWGTKRWGVPAVESRRGISFKLEEKTAHSSLALFRGDTGVKYGLVGLEPTKVALNLERFREWAVVLGDTTVTSGRHYWEVTVKRSQQFRIGVADVDMSRDSCVGADDRSWVFSYAQRKWHSMLANEKAPIKGIGQPEKVGLLLDYEAKKLSLVDVSRISVIHTLQTDFRGPVAPAFALWDGELLTHSGLEVPKGL. Result: 1 (interaction).